From a dataset of Cav3 T-type calcium channel HTS with 100,875 compounds. Binary Classification. Given a drug SMILES string, predict its activity (active/inactive) in a high-throughput screening assay against a specified biological target. (1) The molecule is S(=O)(=O)(NC(=O)Nc1ccc(F)cc1)c1ccc(cc1)C. The result is 0 (inactive). (2) The drug is S(=O)(=O)(Nc1ccc(cc1)CC(O)=O)c1c(OC)ccc(OC)c1. The result is 0 (inactive). (3) The molecule is Clc1c(CC(=O)NCC(OC)=O)c(F)ccc1. The result is 0 (inactive). (4) The result is 0 (inactive). The molecule is O=c1n(CN2C(CCC2)CC)cnc2c1[nH]c1c2cc(OC)cc1. (5) The compound is O(\N=C(\N1CCN(CC1)c1ccc([N+]([O-])=O)cc1)c1nonc1N)C. The result is 0 (inactive). (6) The drug is S(=O)(=O)(N1CCC2(OCCO2)CC1)N1CCC(CC1)C(=O)NCCc1ccc(cc1)C. The result is 0 (inactive). (7) The molecule is s1c(CC(=O)NCCc2nc3n(c2)ccc(c3)C)ccc1. The result is 0 (inactive).